The task is: Predict the reactants needed to synthesize the given product.. This data is from Retrosynthesis with 50K atom-mapped reactions and 10 reaction types from USPTO. (1) Given the product Cn1cc(C(=O)NCCC2CCN(S(=O)(=O)NC(=O)NC34CC5CC(CC(C5)C3)C4)CC2)c(=O)n(C)c1=O, predict the reactants needed to synthesize it. The reactants are: Cn1cc(C(=O)NCCC2CCN(S(N)(=O)=O)CC2)c(=O)n(C)c1=O.O=C=NC12CC3CC(CC(C3)C1)C2. (2) Given the product COc1ccc(OCC(=O)CN)cc1OC, predict the reactants needed to synthesize it. The reactants are: COc1ccc(OCC(=O)C[N+](=O)[O-])cc1OC. (3) Given the product Cc1cc(-c2nc(-c3ccc(O)c(C(=O)O)c3)no2)ccc1-c1cscc1C, predict the reactants needed to synthesize it. The reactants are: COC(=O)c1cc(-c2noc(-c3ccc(-c4cscc4C)c(C)c3)n2)ccc1O. (4) Given the product Cc1cc(O)cc2[nH]c(C(=O)NC3CCCCC3)cc12, predict the reactants needed to synthesize it. The reactants are: Cc1cc(OCc2ccccc2)cc2[nH]c(C(=O)NC3CCCCC3)cc12.